Dataset: Acute oral toxicity (LD50) regression data from Zhu et al.. Task: Regression/Classification. Given a drug SMILES string, predict its toxicity properties. Task type varies by dataset: regression for continuous values (e.g., LD50, hERG inhibition percentage) or binary classification for toxic/non-toxic outcomes (e.g., AMES mutagenicity, cardiotoxicity, hepatotoxicity). Dataset: ld50_zhu. The molecule is CCC1NC(=O)c2cc(N)ccc2O1. The rat oral LD50 is 2.01, given as -log10 of the dose in mol/kg body weight (higher means more acutely toxic).